Task: Predict the product of the given reaction.. Dataset: Forward reaction prediction with 1.9M reactions from USPTO patents (1976-2016) (1) Given the reactants [Cl-].[C:2]([NH:5][C:6]1[S:7][CH:8]=[C:9]([CH2:11][P+](C2C=CC=CC=2)(C2C=CC=CC=2)C2C=CC=CC=2)[N:10]=1)(=[O:4])[CH3:3].CC(C)([O-])C.[K+].[CH:37]([C:39]1[S:43][C:42]([C:44]([OH:46])=[O:45])=[CH:41][CH:40]=1)=O.O, predict the reaction product. The product is: [C:2]([NH:5][C:6]1[S:7][CH:8]=[C:9]([CH:11]=[CH:37][C:39]2[S:43][C:42]([C:44]([OH:46])=[O:45])=[CH:41][CH:40]=2)[N:10]=1)(=[O:4])[CH3:3]. (2) Given the reactants Br[CH:2]([C:10]1[CH:15]=[CH:14][CH:13]=[CH:12][C:11]=1[CH3:16])[C:3]1[CH:8]=[CH:7][CH:6]=[CH:5][C:4]=1[CH3:9].Cl.[O:18]=[C:19]1[C:24]([C:25]([O:27][CH3:28])=[O:26])=[CH:23][CH:22]=[CH:21][NH:20]1.[H-].[Na+], predict the reaction product. The product is: [CH3:9][C:4]1[CH:5]=[CH:6][CH:7]=[CH:8][C:3]=1[CH:2]([C:10]1[CH:15]=[CH:14][CH:13]=[CH:12][C:11]=1[CH3:16])[N:20]1[CH:21]=[CH:22][CH:23]=[C:24]([C:25]([O:27][CH3:28])=[O:26])[C:19]1=[O:18]. (3) The product is: [F:21][C:16]1[CH:15]=[C:14]([CH:19]=[C:18]([F:20])[CH:17]=1)[CH2:13][CH:11]1[CH2:12][NH:8][CH2:9][CH:10]1[CH2:22][N:23]([C:24]([CH:26]1[C:35]2[C:30](=[CH:31][CH:32]=[CH:33][CH:34]=2)[NH:29][C:28](=[O:36])[CH2:27]1)=[O:25])[CH2:37][CH2:38][CH2:39][C:40]([OH:42])=[O:41]. Given the reactants C(OC([N:8]1[CH2:12][CH:11]([CH2:13][C:14]2[CH:19]=[C:18]([F:20])[CH:17]=[C:16]([F:21])[CH:15]=2)[CH:10]([CH2:22][N:23]([CH2:37][CH2:38][CH2:39][C:40]([O:42]C(C)(C)C)=[O:41])[C:24]([CH:26]2[C:35]3[C:30](=[CH:31][CH:32]=[CH:33][CH:34]=3)[NH:29][C:28](=[O:36])[CH2:27]2)=[O:25])[CH2:9]1)=O)(C)(C)C.Cl, predict the reaction product.